Dataset: Reaction yield outcomes from USPTO patents with 853,638 reactions. Task: Predict the reaction yield, written as a fraction of the theoretical maximum amount of product (1.0 means a 100% yield; for example, 0.34 means a 34% yield). (1) The reactants are [CH2:1]([N:3]([CH2:11][CH3:12])[C:4]1[CH:9]=[CH:8][C:7]([NH2:10])=[CH:6][CH:5]=1)[CH3:2].[Cl:13][C:14]([O:16][C:17]1[CH:22]=[CH:21][C:20]([N+:23]([O-:25])=[O:24])=[CH:19][CH:18]=1)=[O:15]. The catalyst is C(Cl)Cl. The product is [ClH:13].[N+:23]([C:20]1[CH:19]=[CH:18][C:17]([O:16][C:14](=[O:15])[NH:10][C:7]2[CH:8]=[CH:9][C:4]([N:3]([CH2:1][CH3:2])[CH2:11][CH3:12])=[CH:5][CH:6]=2)=[CH:22][CH:21]=1)([O-:25])=[O:24]. The yield is 0.820. (2) The reactants are [C:1]([SiH2:5][O:6][C:7]([CH3:17])([CH3:16])[C:8]1[CH:9]=[CH:10][C:11]([F:15])=[C:12]([OH:14])[CH:13]=1)([CH3:4])([CH3:3])[CH3:2].N1C=CN=C1.[C:23]([Si:27](Cl)([CH3:29])[CH3:28])([CH3:26])([CH3:25])[CH3:24]. The catalyst is CN(C=O)C. The product is [C:23]([Si:27]([CH3:29])([CH3:28])[O:14][C:12]1[CH:13]=[C:8]([C:7]([CH3:17])([CH3:16])[O:6][SiH2:5][C:1]([CH3:4])([CH3:2])[CH3:3])[CH:9]=[CH:10][C:11]=1[F:15])([CH3:26])([CH3:25])[CH3:24]. The yield is 0.680. (3) The reactants are Cl[C:2]1[N:3]=[C:4]([N:18]2[CH2:23][CH2:22][N:21]([C:24]([O:26][C:27]([CH3:30])([CH3:29])[CH3:28])=[O:25])[CH2:20][CH2:19]2)[C:5]2[CH2:10][CH2:9][CH:8]([C:11]3[CH:16]=[CH:15][C:14]([F:17])=[CH:13][CH:12]=3)[C:6]=2[N:7]=1.[Cl:31][C:32]1[N:33]=[CH:34][N:35]([C:37]2[CH:43]=[CH:42][C:40]([NH2:41])=[CH:39][C:38]=2[O:44][CH3:45])[CH:36]=1. No catalyst specified. The product is [Cl:31][C:32]1[N:33]=[CH:34][N:35]([C:37]2[CH:43]=[CH:42][C:40]([NH:41][C:2]3[N:3]=[C:4]([N:18]4[CH2:19][CH2:20][N:21]([C:24]([O:26][C:27]([CH3:29])([CH3:30])[CH3:28])=[O:25])[CH2:22][CH2:23]4)[C:5]4[CH2:10][CH2:9][CH:8]([C:11]5[CH:12]=[CH:13][C:14]([F:17])=[CH:15][CH:16]=5)[C:6]=4[N:7]=3)=[CH:39][C:38]=2[O:44][CH3:45])[CH:36]=1. The yield is 0.621. (4) The reactants are [Cl:1][C:2]1[N:7]=[C:6]([C:8]2[S:12][C:11]([CH:13]([CH3:15])[CH3:14])=[N:10][C:9]=2[C:16]2[CH:17]=[C:18]([CH:20]=[CH:21][CH:22]=2)[NH2:19])[CH:5]=[CH:4][N:3]=1.[N:23]1([S:29](Cl)(=[O:31])=[O:30])[CH2:28][CH2:27][O:26][CH2:25][CH2:24]1. The catalyst is N1C=CC=CC=1. The product is [Cl:1][C:2]1[N:7]=[C:6]([C:8]2[S:12][C:11]([CH:13]([CH3:15])[CH3:14])=[N:10][C:9]=2[C:16]2[CH:17]=[C:18]([NH:19][S:29]([N:23]3[CH2:28][CH2:27][O:26][CH2:25][CH2:24]3)(=[O:31])=[O:30])[CH:20]=[CH:21][CH:22]=2)[CH:5]=[CH:4][N:3]=1. The yield is 0.138. (5) The reactants are [F:1][C:2]([F:14])([F:13])[O:3][C:4]1[CH:9]=[CH:8][CH:7]=[CH:6][C:5]=1B(O)O.Br[C:16]1[CH:17]=[C:18]([CH:20]=[CH:21][CH:22]=1)[NH2:19].C([O-])([O-])=O.[Na+].[Na+]. The catalyst is COCCOC.C1C=CC([P]([Pd]([P](C2C=CC=CC=2)(C2C=CC=CC=2)C2C=CC=CC=2)([P](C2C=CC=CC=2)(C2C=CC=CC=2)C2C=CC=CC=2)[P](C2C=CC=CC=2)(C2C=CC=CC=2)C2C=CC=CC=2)(C2C=CC=CC=2)C2C=CC=CC=2)=CC=1. The product is [F:1][C:2]([F:14])([F:13])[O:3][C:4]1[CH:9]=[CH:8][CH:7]=[CH:6][C:5]=1[C:16]1[CH:22]=[CH:21][CH:20]=[C:18]([NH2:19])[CH:17]=1. The yield is 0.740. (6) The yield is 0.670. The catalyst is O1CCCC1. The reactants are [CH2:1]([N:5]1[C:13]([N:14]2[CH2:19][CH2:18][NH:17][C@@H:16]([CH3:20])[CH2:15]2)=[N:12][C:11]2[C:6]1=[N:7][C:8]([C:27]1[CH:28]=[N:29][C:30]([NH2:33])=[N:31][CH:32]=1)=[N:9][C:10]=2[N:21]1[CH2:26][CH2:25][O:24][CH2:23][CH2:22]1)[CH:2]([CH3:4])[CH3:3].C(N(CC)CC)C.[S:41](Cl)([CH3:44])(=[O:43])=[O:42]. The product is [CH2:1]([N:5]1[C:13]([N:14]2[CH2:19][CH2:18][N:17]([S:41]([CH3:44])(=[O:43])=[O:42])[C@@H:16]([CH3:20])[CH2:15]2)=[N:12][C:11]2[C:6]1=[N:7][C:8]([C:27]1[CH:32]=[N:31][C:30]([NH2:33])=[N:29][CH:28]=1)=[N:9][C:10]=2[N:21]1[CH2:26][CH2:25][O:24][CH2:23][CH2:22]1)[CH:2]([CH3:4])[CH3:3]. (7) The reactants are [OH:1][CH2:2][C:3]1[C:4]([S:32]([CH3:35])(=[O:34])=[O:33])=[CH:5][C:6]2[N:10]3[CH2:11][CH2:12][N:13]([C:18]4[N:23]=[C:22]([C:24]([F:27])([F:26])[F:25])[C:21]([C:28]([OH:30])=O)=[CH:20][N:19]=4)[C@H:14]([CH:15]([CH3:17])[CH3:16])[C:9]3=[N:8][C:7]=2[CH:31]=1.C[N:37](C(ON1N=NC2C=CC=NC1=2)=[N+](C)C)C.F[P-](F)(F)(F)(F)F.CC[N:62](CC)CC.[NH4+].[Cl-]. The catalyst is CN(C=O)C.O. The product is [OH:1][CH2:2][C:3]1[C:4]([S:32]([CH3:35])(=[O:33])=[O:34])=[CH:5][C:6]2[N:10]3[CH2:11][CH2:12][N:13]([C:18]4[N:23]=[C:22]([C:24]([F:25])([F:27])[F:26])[C:21]([C:28]([NH2:37])=[O:30])=[CH:20][N:19]=4)[C@H:14]([CH:15]([CH3:16])[CH3:17])[C:9]3=[N:8][C:7]=2[CH:31]=1.[OH:1][CH2:2][C:3]1[C:4]([S:32]([CH3:35])(=[O:33])=[O:34])=[CH:5][C:6]2[N:10]3[CH2:11][CH2:12][N:13]([C:18]4[N:23]=[C:22]([C:24]([F:25])([F:27])[F:26])[C:21]([C:28]([NH2:62])=[O:30])=[CH:20][N:19]=4)[C@@H:14]([CH:15]([CH3:16])[CH3:17])[C:9]3=[N:8][C:7]=2[CH:31]=1. The yield is 0.567. (8) The reactants are [NH2:1][C:2]1[N:7]=[C:6]([NH2:8])[C:5]([C:9]2[CH:15]=[CH:14][C:12]([NH2:13])=[CH:11][CH:10]=2)=[C:4]([CH2:16][O:17][CH2:18][C:19]2[CH:24]=[CH:23][CH:22]=[CH:21][CH:20]=2)[N:3]=1.[C:25](Cl)(=[O:27])[CH3:26].[CH2:29]([Cl:31])Cl. No catalyst specified. The product is [Cl:31][C:29]1[CH:10]=[CH:9][C:5]([CH2:6][N:13]([C:12]2[CH:11]=[CH:10][C:9]([C:5]3[C:6]([NH2:8])=[N:7][C:2]([NH2:1])=[N:3][C:4]=3[CH2:16][O:17][CH2:18][C:19]3[CH:20]=[CH:21][CH:22]=[CH:23][CH:24]=3)=[CH:15][CH:14]=2)[C:25](=[O:27])[CH3:26])=[CH:4][CH:16]=1. The yield is 0.900. (9) The reactants are [Br:1][C:2]1[C:3](Cl)=[N:4][CH:5]=[C:6]([N+:8]([O-:10])=[O:9])[CH:7]=1.[F:12][C:13]1[CH:18]=[C:17]([F:19])[CH:16]=[CH:15][C:14]=1[OH:20].C(=O)([O-])[O-].[Cs+].[Cs+]. The catalyst is CS(C)=O. The product is [Br:1][C:2]1[C:3]([O:20][C:14]2[CH:15]=[CH:16][C:17]([F:19])=[CH:18][C:13]=2[F:12])=[N:4][CH:5]=[C:6]([N+:8]([O-:10])=[O:9])[CH:7]=1. The yield is 0.940. (10) The reactants are O[C:2]1[CH:7]=[C:6]([CH3:8])[N:5]=[C:4]([N:9]2[CH2:13][CH2:12][CH2:11][CH:10]2[C:14]2[O:18][N:17]=[C:16]([C:19]3[CH:24]=[CH:23][CH:22]=[CH:21][N:20]=3)[CH:15]=2)[N:3]=1.[NH2:25][C:26]1[CH:30]=[C:29]([CH:31]2[CH2:33][CH2:32]2)[NH:28][N:27]=1.Cl. The catalyst is P(Cl)(Cl)(Cl)=O.O1CCOCC1.CN1C(=O)CCC1. The product is [CH:31]1([C:29]2[NH:28][N:27]=[C:26]([NH:25][C:2]3[CH:7]=[C:6]([CH3:8])[N:5]=[C:4]([N:9]4[CH2:13][CH2:12][CH2:11][CH:10]4[C:14]4[O:18][N:17]=[C:16]([C:19]5[CH:24]=[CH:23][CH:22]=[CH:21][N:20]=5)[CH:15]=4)[N:3]=3)[CH:30]=2)[CH2:33][CH2:32]1. The yield is 0.370.